This data is from Reaction yield outcomes from USPTO patents with 853,638 reactions. The task is: Predict the reaction yield, written as a fraction of the theoretical maximum amount of product (1.0 means a 100% yield; for example, 0.34 means a 34% yield). The reactants are Br[CH2:2][C:3]1[C:4]([F:18])=[C:5]([C:11]2[CH:16]=[CH:15][CH:14]=[C:13]([Cl:17])[CH:12]=2)[C:6]([O:9][CH3:10])=[CH:7][CH:8]=1.[F:19][C:20]1[CH:25]=[CH:24][C:23](B(O)O)=[CH:22][N:21]=1.C1(C)C=CC=CC=1.C([O-])([O-])=O.[Na+].[Na+]. The catalyst is C1C=CC([P]([Pd]([P](C2C=CC=CC=2)(C2C=CC=CC=2)C2C=CC=CC=2)([P](C2C=CC=CC=2)(C2C=CC=CC=2)C2C=CC=CC=2)[P](C2C=CC=CC=2)(C2C=CC=CC=2)C2C=CC=CC=2)(C2C=CC=CC=2)C2C=CC=CC=2)=CC=1.C(O)C. The product is [Cl:17][C:13]1[CH:12]=[C:11]([C:5]2[C:6]([O:9][CH3:10])=[CH:7][CH:8]=[C:3]([CH2:2][C:23]3[CH:24]=[CH:25][C:20]([F:19])=[N:21][CH:22]=3)[C:4]=2[F:18])[CH:16]=[CH:15][CH:14]=1. The yield is 0.930.